This data is from Peptide-MHC class II binding affinity with 134,281 pairs from IEDB. The task is: Regression. Given a peptide amino acid sequence and an MHC pseudo amino acid sequence, predict their binding affinity value. This is MHC class II binding data. The binding affinity (normalized) is 0.784. The peptide sequence is FKKEISNMLSIINKR. The MHC is DRB1_0401 with pseudo-sequence DRB1_0401.